This data is from Forward reaction prediction with 1.9M reactions from USPTO patents (1976-2016). The task is: Predict the product of the given reaction. (1) The product is: [Cl:32][C:33]1[CH:38]=[C:37]([Cl:39])[CH:36]=[CH:35][C:34]=1[C:4]1[C:5]2[O:6][C@@H:7]([CH2:10][O:11][S:12]([C:15]3[CH:16]=[CH:17][C:18]([CH3:21])=[CH:19][CH:20]=3)(=[O:13])=[O:14])[CH2:8][O:24][C:22]=2[CH:23]=[C:2]([Cl:1])[CH:3]=1. Given the reactants [Cl:1][C:2]1[CH:23]=[C:22]([O:24]S(C(F)(F)F)(=O)=O)[C:5]2[O:6][C@@H:7]([CH2:10][O:11][S:12]([C:15]3[CH:20]=[CH:19][C:18]([CH3:21])=[CH:17][CH:16]=3)(=[O:14])=[O:13])[CH2:8]O[C:4]=2[CH:3]=1.[Cl:32][C:33]1[CH:38]=[C:37]([Cl:39])[CH:36]=[CH:35][C:34]=1B(O)O, predict the reaction product. (2) Given the reactants Cl[C:2]1[N:9]=[CH:8][CH:7]=[CH:6][C:3]=1[CH:4]=[O:5].[F:10][C:11]1[CH:19]=[CH:18][C:17]([OH:20])=[CH:16][C:12]=1[C:13]([OH:15])=[O:14].C(=O)([O-])[O-].[Cs+].[Cs+].CS(C)=O, predict the reaction product. The product is: [F:10][C:11]1[CH:19]=[CH:18][C:17]([O:20][C:2]2[C:3]([CH:4]=[O:5])=[CH:6][CH:7]=[CH:8][N:9]=2)=[CH:16][C:12]=1[C:13]([OH:15])=[O:14]. (3) Given the reactants CS([O:5][CH2:6][CH2:7][CH2:8][C:9]1[O:13][N:12]=[C:11]([C:14]2[CH:19]=[CH:18][C:17]([C:20]([F:23])([F:22])[F:21])=[CH:16][CH:15]=2)[CH:10]=1)(=O)=O.[I-].[Na+].O[C:27]1[CH:31]=[C:30]([C:32]([O:34]C)=[O:33])[N:29]([CH3:36])[N:28]=1.C(=O)([O-])[O-].[K+].[K+].Cl, predict the reaction product. The product is: [CH3:36][N:29]1[C:30]([C:32]([OH:34])=[O:33])=[CH:31][C:27]([O:5][CH2:6][CH2:7][CH2:8][C:9]2[O:13][N:12]=[C:11]([C:14]3[CH:19]=[CH:18][C:17]([C:20]([F:23])([F:22])[F:21])=[CH:16][CH:15]=3)[CH:10]=2)=[N:28]1. (4) Given the reactants [Br:1][C:2]1[CH:3]=[C:4]([NH:10][C:11](=[O:14])[O:12][CH3:13])[CH:5]=[C:6]([Br:9])[C:7]=1[F:8].C[Si]([N-][Si](C)(C)C)(C)C.[Na+].Cl[CH2:26][C:27]1[CH:32]=[CH:31][C:30]([O:33][CH3:34])=[CH:29][CH:28]=1, predict the reaction product. The product is: [Br:1][C:2]1[CH:3]=[C:4]([N:10]([CH2:26][C:27]2[CH:32]=[CH:31][C:30]([O:33][CH3:34])=[CH:29][CH:28]=2)[C:11](=[O:14])[O:12][CH3:13])[CH:5]=[C:6]([Br:9])[C:7]=1[F:8]. (5) Given the reactants F[C:2](F)(F)[C@H:3]([N:7]1[CH:11]=[C:10]([C:12]2[C:13]3[CH:20]=[CH:19][N:18]([CH2:21][O:22][CH2:23][CH2:24][Si:25]([CH3:28])([CH3:27])[CH3:26])[C:14]=3[N:15]=[CH:16][N:17]=2)[CH:9]=[N:8]1)[CH2:4][C:5]#[N:6].F[C:32](F)(F)[C@@H:33](N1C=C(C2C3C=CN(COCC[Si](C)(C)C)C=3N=CN=2)C=N1)CC#N.FC(F)(F)C(N1C=C(C2C3C=CN(COCC[Si](C)(C)C)C=3N=CN=2)C=N1)CC#N, predict the reaction product. The product is: [CH:2]1([C@H:3]([N:7]2[CH:11]=[C:10]([C:12]3[C:13]4[CH:20]=[CH:19][N:18]([CH2:21][O:22][CH2:23][CH2:24][Si:25]([CH3:28])([CH3:27])[CH3:26])[C:14]=4[N:15]=[CH:16][N:17]=3)[CH:9]=[N:8]2)[CH2:4][C:5]#[N:6])[CH2:33][CH2:32]1. (6) The product is: [CH3:7][O:8][C:9]([C:11]1[C:16]([C:23]2[CH:22]=[N:21][C:20]([O:19][CH3:18])=[CH:25][CH:24]=2)=[CH:15][CH:14]=[CH:13][N:12]=1)=[O:10]. Given the reactants C([O-])([O-])=O.[Na+].[Na+].[CH3:7][O:8][C:9]([C:11]1[C:16](Br)=[CH:15][CH:14]=[CH:13][N:12]=1)=[O:10].[CH3:18][O:19][C:20]1[CH:25]=[CH:24][C:23](B(O)O)=[CH:22][N:21]=1, predict the reaction product.